From a dataset of Peptide-MHC class I binding affinity with 185,985 pairs from IEDB/IMGT. Regression. Given a peptide amino acid sequence and an MHC pseudo amino acid sequence, predict their binding affinity value. This is MHC class I binding data. (1) The peptide sequence is VYDPLQPEL. The MHC is HLA-A24:02 with pseudo-sequence HLA-A24:02. The binding affinity (normalized) is 0.0101. (2) The peptide sequence is FPLCLSTTSQ. The MHC is HLA-B07:02 with pseudo-sequence HLA-B07:02. The binding affinity (normalized) is 0.520.